This data is from Catalyst prediction with 721,799 reactions and 888 catalyst types from USPTO. The task is: Predict which catalyst facilitates the given reaction. (1) Reactant: C([O:3][C:4]([C@@H:6]1[CH2:8][C@H:7]1[C:9]1[CH:14]=[CH:13][CH:12]=[C:11]([F:15])[CH:10]=1)=[O:5])C.[OH-].[K+].O. Product: [F:15][C:11]1[CH:10]=[C:9]([C@@H:7]2[CH2:8][C@H:6]2[C:4]([OH:5])=[O:3])[CH:14]=[CH:13][CH:12]=1. The catalyst class is: 5. (2) Reactant: [CH2:1]([NH2:7])[C:2]1[O:6][CH:5]=[CH:4][CH:3]=1.C(N(CC)CC)C.Cl[CH2:16][C:17]([O:19][CH2:20][CH3:21])=[O:18].O. Product: [CH2:1]([NH:7][CH2:16][C:17]([O:19][CH2:20][CH3:21])=[O:18])[C:2]1[O:6][CH:5]=[CH:4][CH:3]=1. The catalyst class is: 11. (3) Reactant: C([O:4][CH2:5][C:6]1([CH:22]([F:24])[F:23])[O:10][N:9]=[C:8]([C:11]2[CH:12]=[C:13]3[C:18](=[CH:19][CH:20]=2)[N:17]=[CH:16][C:15]([Br:21])=[CH:14]3)[CH2:7]1)(=O)C.[OH-].[Na+]. Product: [Br:21][C:15]1[CH:16]=[N:17][C:18]2[C:13]([CH:14]=1)=[CH:12][C:11]([C:8]1[CH2:7][C:6]([CH2:5][OH:4])([CH:22]([F:24])[F:23])[O:10][N:9]=1)=[CH:20][CH:19]=2. The catalyst class is: 5. (4) Reactant: [NH2:1][CH2:2][CH:3]([OH:9])[C:4]([N:6]([CH3:8])[CH3:7])=[O:5].C([O-])([O-])=O.[K+].[K+].[Br:16][C:17]1[CH:18]=[C:19]([CH:24]=[CH:25][C:26]=1[CH2:27]Br)[C:20]([O:22][CH3:23])=[O:21]. Product: [Br:16][C:17]1[CH:18]=[C:19]([CH:24]=[CH:25][C:26]=1[CH2:27][NH:1][CH2:2][CH:3]([OH:9])[C:4]([N:6]([CH3:8])[CH3:7])=[O:5])[C:20]([O:22][CH3:23])=[O:21]. The catalyst class is: 23. (5) Reactant: Cl.[F:2][C:3]1[CH:12]=[C:11]2[C:6]([CH:7]=[CH:8][CH:9]=[C:10]2[N:13]2[CH2:18][CH2:17][NH:16][CH2:15][CH2:14]2)=[CH:5][CH:4]=1.I[CH2:20][CH2:21][CH2:22][CH2:23][O:24][C:25]1[CH:26]=[CH:27][C:28]2[CH2:34][CH2:33][NH:32][C:31](=[O:35])[NH:30][C:29]=2[N:36]=1.C(=O)([O-])[O-].[K+].[K+].C(Cl)(Cl)Cl. Product: [F:2][C:3]1[CH:12]=[C:11]2[C:6]([CH:7]=[CH:8][CH:9]=[C:10]2[N:13]2[CH2:18][CH2:17][N:16]([CH2:20][CH2:21][CH2:22][CH2:23][O:24][C:25]3[CH:26]=[CH:27][C:28]4[CH2:34][CH2:33][NH:32][C:31](=[O:35])[NH:30][C:29]=4[N:36]=3)[CH2:15][CH2:14]2)=[CH:5][CH:4]=1. The catalyst class is: 10. (6) Reactant: [C:1]([C@@H:4]([NH:8][C:9]([C:11]1[N:12]=[C:13]([N:16]2[CH2:19][CH:18]([S:20][C:21]3[C@H:22]([CH3:52])[C@@H:23]4[C@@H:40]([C@H:41]([O:43][Si](C(C)(C)C)(C)C)[CH3:42])[C:39](=[O:51])[N:24]4[C:25]=3[C:26]([O:28][CH2:29][C:30]3[CH:35]=[CH:34][C:33]([N+:36]([O-:38])=[O:37])=[CH:32][CH:31]=3)=[O:27])[CH2:17]2)[S:14][CH:15]=1)=[O:10])[CH:5]([CH3:7])[CH3:6])(=[O:3])[NH2:2].C(O)(=O)C.[F-].C([N+](CCCC)(CCCC)CCCC)CCC.C(OCC)(=O)C. Product: [C:1]([C@@H:4]([NH:8][C:9]([C:11]1[N:12]=[C:13]([N:16]2[CH2:17][CH:18]([S:20][C:21]3[C@H:22]([CH3:52])[C@@H:23]4[C@@H:40]([C@H:41]([OH:43])[CH3:42])[C:39](=[O:51])[N:24]4[C:25]=3[C:26]([O:28][CH2:29][C:30]3[CH:31]=[CH:32][C:33]([N+:36]([O-:38])=[O:37])=[CH:34][CH:35]=3)=[O:27])[CH2:19]2)[S:14][CH:15]=1)=[O:10])[CH:5]([CH3:6])[CH3:7])(=[O:3])[NH2:2]. The catalyst class is: 30. (7) Reactant: [C:1]([O:5][C:6]([NH:8][C@H:9]([CH:25]=O)[CH2:10][C:11]1[CH:16]=[CH:15][C:14]([O:17][CH2:18][C:19]2[CH:24]=[CH:23][CH:22]=[CH:21][CH:20]=2)=[CH:13][CH:12]=1)=[O:7])([CH3:4])([CH3:3])[CH3:2].[C:27]([NH2:31])([CH3:30])([CH3:29])[CH3:28].C([BH3-])#N.[Na+]. Product: [C:1]([O:5][C:6](=[O:7])[NH:8][C@H:9]([CH2:25][NH:31][C:27]([CH3:30])([CH3:29])[CH3:28])[CH2:10][C:11]1[CH:12]=[CH:13][C:14]([O:17][CH2:18][C:19]2[CH:24]=[CH:23][CH:22]=[CH:21][CH:20]=2)=[CH:15][CH:16]=1)([CH3:4])([CH3:2])[CH3:3]. The catalyst class is: 5. (8) Reactant: [NH2:1][C:2]1[C:3]([C:11]#[N:12])=[N:4][CH:5]=[C:6]([CH2:8][CH2:9][CH3:10])[N:7]=1.CO[CH:15](OC)[N:16]([CH3:18])[CH3:17]. Product: [C:11]([C:3]1[C:2]([N:1]=[CH:15][N:16]([CH3:18])[CH3:17])=[N:7][C:6]([CH2:8][CH2:9][CH3:10])=[CH:5][N:4]=1)#[N:12]. The catalyst class is: 11. (9) Reactant: [Br:1][C:2]1[CH:7]=[CH:6][C:5]([CH2:8][CH:9]([CH3:14])[CH2:10][C:11]([OH:13])=O)=[CH:4][CH:3]=1. Product: [Br:1][C:2]1[CH:3]=[C:4]2[C:5]([CH2:8][CH:9]([CH3:14])[CH2:10][C:11]2=[O:13])=[CH:6][CH:7]=1. The catalyst class is: 82. (10) Reactant: Br.Br[CH2:3][C:4]([C:6]1[CH:11]=[CH:10][N:9]=[CH:8][CH:7]=1)=O.[CH3:12][C:13]1[CH:14]=[C:15]([NH:19][C:20]([NH2:22])=[S:21])[CH:16]=[CH:17][CH:18]=1.N. Product: [CH3:12][C:13]1[CH:14]=[C:15]([NH:19][C:20]2[S:21][CH:3]=[C:4]([C:6]3[CH:11]=[CH:10][N:9]=[CH:8][CH:7]=3)[N:22]=2)[CH:16]=[CH:17][CH:18]=1. The catalyst class is: 88.